This data is from Forward reaction prediction with 1.9M reactions from USPTO patents (1976-2016). The task is: Predict the product of the given reaction. (1) Given the reactants [F:1][C:2]1[CH:7]=[CH:6][C:5]([C:8]2[N:12]([CH3:13])[N:11]=[CH:10][C:9]=2[C:14]2[S:15][CH:16]=[C:17]([CH2:19][C:20]([OH:22])=O)[N:18]=2)=[CH:4][CH:3]=1.CCN=C=NCCCN(C)C.C1C=CC2N(O)N=NC=2C=1.[O:44]1[CH2:49][CH2:48][CH:47]([CH2:50][NH2:51])[CH2:46][CH2:45]1, predict the reaction product. The product is: [F:1][C:2]1[CH:7]=[CH:6][C:5]([C:8]2[N:12]([CH3:13])[N:11]=[CH:10][C:9]=2[C:14]2[S:15][CH:16]=[C:17]([CH2:19][C:20]([NH:51][CH2:50][CH:47]3[CH2:48][CH2:49][O:44][CH2:45][CH2:46]3)=[O:22])[N:18]=2)=[CH:4][CH:3]=1. (2) Given the reactants [OH-].[Na+].C[O:4][C:5](=[O:41])[CH2:6][C:7]1[CH:8]=[N:9][CH:10]=[C:11]([C:13]2[C:18]([CH3:19])=[CH:17][C:16]([C:20]([CH2:38][CH3:39])([C:23]3[CH:28]=[CH:27][C:26](/[CH:29]=[CH:30]/[C:31]([CH2:35][CH3:36])([OH:34])[CH2:32][CH3:33])=[C:25]([CH3:37])[CH:24]=3)[CH2:21][CH3:22])=[CH:15][C:14]=2[CH3:40])[CH:12]=1.[Cl-].[NH4+], predict the reaction product. The product is: [CH2:21]([C:20]([C:16]1[CH:17]=[C:18]([CH3:19])[C:13]([C:11]2[CH:12]=[C:7]([CH2:6][C:5]([OH:41])=[O:4])[CH:8]=[N:9][CH:10]=2)=[C:14]([CH3:40])[CH:15]=1)([C:23]1[CH:28]=[CH:27][C:26](/[CH:29]=[CH:30]/[C:31]([CH2:32][CH3:33])([OH:34])[CH2:35][CH3:36])=[C:25]([CH3:37])[CH:24]=1)[CH2:38][CH3:39])[CH3:22]. (3) Given the reactants [F:1][C:2]([F:38])([F:37])[C:3]1[CH:4]=[C:5]([CH:34]=[CH:35][CH:36]=1)[C:6]([NH:8][CH2:9][C:10]([NH:12][C@@H:13]1[CH2:17][CH2:16][N:15]([CH:18]2[CH2:23][CH2:22][N:21]([C:24]3[CH:33]=[CH:32][C:27](C(OC)=O)=[CH:26][CH:25]=3)[CH2:20][CH2:19]2)[CH2:14]1)=[O:11])=[O:7].BrC1C=CC([C:44](OC)=[O:45])=CC=1, predict the reaction product. The product is: [CH3:44][O:45][C:25]1[CH:26]=[CH:27][CH:32]=[CH:33][C:24]=1[N:21]1[CH2:20][CH2:19][CH:18]([N:15]2[CH2:16][CH2:17][C@@H:13]([NH:12][C:10](=[O:11])[CH2:9][NH:8][C:6](=[O:7])[C:5]3[CH:34]=[CH:35][CH:36]=[C:3]([C:2]([F:37])([F:38])[F:1])[CH:4]=3)[CH2:14]2)[CH2:23][CH2:22]1. (4) The product is: [NH:8]1[C:9]2[C:5](=[CH:4][CH:3]=[C:2]([S:16]([CH2:15][CH2:14][C:13]([O:12][CH3:11])=[O:19])(=[O:18])=[O:17])[CH:10]=2)[CH:6]=[CH:7]1. Given the reactants Br[C:2]1[CH:10]=[C:9]2[C:5]([CH:6]=[CH:7][NH:8]2)=[CH:4][CH:3]=1.[CH3:11][O:12][C:13](=[O:19])[CH2:14][CH2:15][S:16]([O-:18])=[O:17].[Na+], predict the reaction product. (5) The product is: [CH:27]1([NH:31][C:8]([C:7]2[C:2](=[O:1])[NH:3][C:4]([C:11]([F:14])([F:13])[F:12])=[CH:5][CH:6]=2)=[O:10])[CH2:30][CH2:29][CH2:28]1. Given the reactants [O:1]=[C:2]1[C:7]([C:8]([OH:10])=O)=[CH:6][CH:5]=[C:4]([C:11]([F:14])([F:13])[F:12])[NH:3]1.C1N=CN(C(N2C=NC=C2)=O)C=1.[CH:27]1([NH2:31])[CH2:30][CH2:29][CH2:28]1, predict the reaction product. (6) Given the reactants OC1C=CC([C@@H](O)CNCC2(O)CCN(CCOCCC3C=CC=CC=3)CC2)=C2C=1NC(=O)C=C2.[NH2:36][CH2:37][C@@H:38]([C:47]1[CH:56]=[CH:55][C:54]([OH:57])=[C:53]2[C:48]=1[CH:49]=[CH:50][C:51](=[O:58])[NH:52]2)[O:39][Si:40]([C:43]([CH3:46])([CH3:45])[CH3:44])([CH3:42])[CH3:41].[Cl:59][C:60]1[C:65]([Cl:66])=[CH:64][CH:63]=[CH:62][C:61]=1[CH2:67][CH2:68][O:69][CH2:70][CH2:71][N:72]1[CH2:79][CH2:78][C:75]2([O:77][CH2:76]2)[CH2:74][CH2:73]1, predict the reaction product. The product is: [Si:40]([O:39][C@H:38]([C:47]1[CH:56]=[CH:55][C:54]([OH:57])=[C:53]2[C:48]=1[CH:49]=[CH:50][C:51](=[O:58])[NH:52]2)[CH2:37][NH:36][CH2:76][C:75]1([OH:77])[CH2:78][CH2:79][N:72]([CH2:71][CH2:70][O:69][CH2:68][CH2:67][C:61]2[CH:62]=[CH:63][CH:64]=[C:65]([Cl:66])[C:60]=2[Cl:59])[CH2:73][CH2:74]1)([C:43]([CH3:46])([CH3:45])[CH3:44])([CH3:42])[CH3:41]. (7) Given the reactants [CH:1]1([NH:4][C:5](=[O:22])[C:6]2[CH:11]=[C:10](/[CH:12]=[CH:13]/[CH2:14][O:15][CH3:16])[N:9]=[C:8](/[CH:17]=[CH:18]/[CH2:19][O:20][CH3:21])[CH:7]=2)[CH2:3][CH2:2]1, predict the reaction product. The product is: [CH:1]1([NH:4][C:5](=[O:22])[C:6]2[CH:7]=[C:8]([CH2:17][CH2:18][CH2:19][O:20][CH3:21])[N:9]=[C:10]([CH2:12][CH2:13][CH2:14][O:15][CH3:16])[CH:11]=2)[CH2:3][CH2:2]1. (8) Given the reactants [NH2:1][C:2]1[N:10]=[CH:9][CH:8]=[CH:7][C:3]=1[C:4]([OH:6])=[O:5].[Si](C=[N+]=[N-])(C)(C)[CH3:12].CCCCCC.CC[NH+](CC)CC.CC[NH+](CC)CC.C([O-])([O-])=O, predict the reaction product. The product is: [NH2:1][C:2]1[N:10]=[CH:9][CH:8]=[CH:7][C:3]=1[C:4]([O:6][CH3:12])=[O:5]. (9) Given the reactants [CH:1]1([CH:7]([C:18]2[CH:22]=[C:21]([C:23]3[CH:28]=[CH:27][C:26]([C:29]([F:32])([F:31])[F:30])=[CH:25][CH:24]=3)[O:20][C:19]=2[CH:33]([CH3:35])[CH3:34])[O:8][C:9]2[CH:17]=[CH:16][C:12]([C:13](O)=[O:14])=[CH:11][CH:10]=2)[CH2:6][CH2:5][CH2:4][CH2:3][CH2:2]1.[CH3:36][NH:37][CH2:38][CH2:39][C:40]([O:42]CC)=[O:41], predict the reaction product. The product is: [CH:1]1([CH:7]([C:18]2[CH:22]=[C:21]([C:23]3[CH:28]=[CH:27][C:26]([C:29]([F:32])([F:30])[F:31])=[CH:25][CH:24]=3)[O:20][C:19]=2[CH:33]([CH3:35])[CH3:34])[O:8][C:9]2[CH:10]=[CH:11][C:12]([C:13]([N:37]([CH3:36])[CH2:38][CH2:39][C:40]([OH:42])=[O:41])=[O:14])=[CH:16][CH:17]=2)[CH2:6][CH2:5][CH2:4][CH2:3][CH2:2]1.